This data is from Full USPTO retrosynthesis dataset with 1.9M reactions from patents (1976-2016). The task is: Predict the reactants needed to synthesize the given product. Given the product [C:13]1([C:2]2[CH:11]=[C:10]([CH3:12])[C:9]3[C:4](=[CH:5][CH:6]=[CH:7][CH:8]=3)[N:3]=2)[CH:18]=[CH:17][CH:16]=[CH:15][CH:14]=1, predict the reactants needed to synthesize it. The reactants are: Cl[C:2]1[CH:11]=[C:10]([CH3:12])[C:9]2[C:4](=[CH:5][CH:6]=[CH:7][CH:8]=2)[N:3]=1.[C:13]1(B(O)O)[CH:18]=[CH:17][CH:16]=[CH:15][CH:14]=1.C1(P(C2C=CC=CC=2)C2C=CC=CC=2)C=CC=CC=1.C(=O)([O-])[O-].[K+].[K+].